Dataset: Full USPTO retrosynthesis dataset with 1.9M reactions from patents (1976-2016). Task: Predict the reactants needed to synthesize the given product. (1) Given the product [ClH:51].[ClH:51].[CH2:1]1[C:9]2[C:4](=[CH:5][C:6]([N:10]([CH:11]3[CH2:12][CH2:13][N:14]([CH2:17][C:18]4[CH:23]=[CH:22][N:21]=[C:20]([C:24]5[CH:29]=[C:28]([O:30][CH3:31])[C:27]([O:32][CH3:33])=[C:26]([O:34][CH3:35])[CH:25]=5)[CH:19]=4)[CH2:15][CH2:16]3)[CH2:50][C:49]3[CH:52]=[CH:53][CH:54]=[CH:55][C:48]=3[C:40]3[CH:41]=[C:42]([O:46][CH3:47])[C:43]([O:44][CH3:45])=[C:38]([O:37][CH3:36])[CH:39]=3)=[CH:7][CH:8]=2)[CH2:3][CH2:2]1, predict the reactants needed to synthesize it. The reactants are: [CH2:1]1[C:9]2[C:4](=[CH:5][C:6]([NH:10][CH:11]3[CH2:16][CH2:15][N:14]([CH2:17][C:18]4[CH:23]=[CH:22][N:21]=[C:20]([C:24]5[CH:29]=[C:28]([O:30][CH3:31])[C:27]([O:32][CH3:33])=[C:26]([O:34][CH3:35])[CH:25]=5)[CH:19]=4)[CH2:13][CH2:12]3)=[CH:7][CH:8]=2)[CH2:3][CH2:2]1.[CH3:36][O:37][C:38]1[CH:39]=[C:40]([C:48]2[CH:55]=[CH:54][CH:53]=[CH:52][C:49]=2[CH2:50][Cl:51])[CH:41]=[C:42]([O:46][CH3:47])[C:43]=1[O:44][CH3:45]. (2) Given the product [Cl-:23].[CH3:7][C:6]1([CH3:8])[C:2]([CH3:1])([CH3:22])[O:3][B:4]([C:9]2[CH2:14][CH2:13][NH2+:12][CH2:11][CH:10]=2)[O:5]1, predict the reactants needed to synthesize it. The reactants are: [CH3:1][C:2]1([CH3:22])[C:6]([CH3:8])([CH3:7])[O:5][B:4]([C:9]2[CH2:14][CH2:13][N:12](C(OC(C)(C)C)=O)[CH2:11][CH:10]=2)[O:3]1.[ClH:23]. (3) The reactants are: [C:1]1([C@H:11]([NH2:13])[CH3:12])[C:10]2[C:5](=[CH:6][CH:7]=[CH:8][CH:9]=2)[CH:4]=[CH:3][CH:2]=1.[CH2:14]1[C:23]2[C:18](=[CH:19][CH:20]=[CH:21][CH:22]=2)[CH2:17][CH2:16][C:15]1=O.C(O)(=O)C.C([BH3-])#N.[Na+].C([O-])(O)=O.[Na+]. Given the product [C:1]1([C@H:11]([NH:13][CH:20]2[CH2:21][CH2:22][C:23]3[C:18](=[CH:17][CH:16]=[CH:15][CH:14]=3)[CH2:19]2)[CH3:12])[C:10]2[C:5](=[CH:6][CH:7]=[CH:8][CH:9]=2)[CH:4]=[CH:3][CH:2]=1, predict the reactants needed to synthesize it. (4) Given the product [NH2:10][CH2:11][CH2:12][CH2:13][C@:14]1([C:33]2[CH:38]=[CH:37][CH:36]=[CH:35][CH:34]=2)[N:18]([C:19](=[O:24])[C@@H:20]([O:22][CH2:2][C:3]([O:5][C:6]([CH3:9])([CH3:8])[CH3:7])=[O:4])[CH3:21])[N:17]=[C:16]([C:25]2[CH:30]=[C:29]([F:31])[CH:28]=[CH:27][C:26]=2[F:32])[S:15]1, predict the reactants needed to synthesize it. The reactants are: Br[CH2:2][C:3]([O:5][C:6]([CH3:9])([CH3:8])[CH3:7])=[O:4].[NH2:10][CH2:11][CH2:12][CH2:13][C@:14]1([C:33]2[CH:38]=[CH:37][CH:36]=[CH:35][CH:34]=2)[N:18]([C:19](=[O:24])[C@@H:20]([O:22]C)[CH3:21])[N:17]=[C:16]([C:25]2[CH:30]=[C:29]([F:31])[CH:28]=[CH:27][C:26]=2[F:32])[S:15]1.